Dataset: Full USPTO retrosynthesis dataset with 1.9M reactions from patents (1976-2016). Task: Predict the reactants needed to synthesize the given product. (1) Given the product [N:11]1([CH2:16][CH2:17][O:18][C:19]2[CH:20]=[C:21]3[C:26](=[CH:27][CH:28]=2)[C:25](=[O:29])[C:24](=[CH:7][C:6]2[CH:9]=[CH:10][C:3]([S:2][CH3:1])=[CH:4][CH:5]=2)[CH2:23][CH2:22]3)[CH:15]=[CH:14][N:13]=[CH:12]1, predict the reactants needed to synthesize it. The reactants are: [CH3:1][S:2][C:3]1[CH:10]=[CH:9][C:6]([CH:7]=O)=[CH:5][CH:4]=1.[N:11]1([CH2:16][CH2:17][O:18][C:19]2[CH:20]=[C:21]3[C:26](=[CH:27][CH:28]=2)[C:25](=[O:29])[CH2:24][CH2:23][CH2:22]3)[CH:15]=[CH:14][N:13]=[CH:12]1. (2) Given the product [O:20]=[C:14]1[CH:13]=[CH:12][C:11]([C:10]2[C:9]([C:21]3[CH:22]=[CH:23][CH:24]=[CH:25][CH:26]=3)=[N:8][N:5]3[CH:6]=[CH:7][C:2]([O:1][C:35]4[CH:36]=[C:31]([NH:30][C:27](=[O:29])[CH3:28])[CH:32]=[CH:33][CH:34]=4)=[CH:3][C:4]=23)=[N:16][N:15]1[CH:17]([CH3:19])[CH3:18], predict the reactants needed to synthesize it. The reactants are: [OH:1][C:2]1[CH:7]=[CH:6][N:5]2[N:8]=[C:9]([C:21]3[CH:26]=[CH:25][CH:24]=[CH:23][CH:22]=3)[C:10]([C:11]3[CH:12]=[CH:13][C:14](=[O:20])[N:15]([CH:17]([CH3:19])[CH3:18])[N:16]=3)=[C:4]2[CH:3]=1.[C:27]([NH:30][C:31]1[CH:32]=[C:33](B(O)O)[CH:34]=[CH:35][CH:36]=1)(=[O:29])[CH3:28].CCN(CC)CC. (3) Given the product [CH:7]1([CH2:6][NH:5][CH2:4][C:3](=[O:10])[CH2:2][O:11][C:12]2[CH:13]=[C:14]([CH:17]=[CH:18][CH:19]=2)[CH:15]=[O:16])[CH2:9][CH2:8]1, predict the reactants needed to synthesize it. The reactants are: Br[CH2:2][C:3](=[O:10])[CH2:4][NH:5][CH2:6][CH:7]1[CH2:9][CH2:8]1.[OH:11][C:12]1[CH:13]=[C:14]([CH:17]=[CH:18][CH:19]=1)[CH:15]=[O:16].C(=O)([O-])[O-].[Cs+].[Cs+]. (4) Given the product [CH3:1][O:2][C:3]([C:5]1[C:10]([N:11]([C:17]([O:16][C:12]([CH3:15])([CH3:14])[CH3:13])=[O:18])[C:17]([O:16][C:12]([CH3:15])([CH3:14])[CH3:13])=[O:18])=[N:9][CH:8]=[CH:7][N:6]=1)=[O:4], predict the reactants needed to synthesize it. The reactants are: [CH3:1][O:2][C:3]([C:5]1[C:10]([NH2:11])=[N:9][CH:8]=[CH:7][N:6]=1)=[O:4].[C:12]([O:16][C:17](O[C:17]([O:16][C:12]([CH3:15])([CH3:14])[CH3:13])=[O:18])=[O:18])([CH3:15])([CH3:14])[CH3:13]. (5) Given the product [NH2:23][C:22]1[N:21]=[CH:20][C:19]([C:24]2[CH:29]=[CH:28][C:27]([C:30]([N:31]([CH3:33])[CH3:32])=[O:34])=[CH:26][CH:25]=2)=[N:18][C:17]=1[C:14]1[O:13][C:12]([C:9]2[CH:8]=[CH:7][C:6]([CH2:5][OH:4])=[CH:11][CH:10]=2)=[N:16][N:15]=1, predict the reactants needed to synthesize it. The reactants are: C([O:4][CH2:5][C:6]1[CH:11]=[CH:10][C:9]([C:12]2[O:13][C:14]([C:17]3[C:22]([NH2:23])=[N:21][CH:20]=[C:19]([C:24]4[CH:29]=[CH:28][C:27]([C:30](=[O:34])[N:31]([CH3:33])[CH3:32])=[CH:26][CH:25]=4)[N:18]=3)=[N:15][N:16]=2)=[CH:8][CH:7]=1)(=O)C.[OH-].[Na+].Cl.